From a dataset of Full USPTO retrosynthesis dataset with 1.9M reactions from patents (1976-2016). Predict the reactants needed to synthesize the given product. (1) Given the product [F:1][C:2]1[CH:7]=[CH:6][CH:5]=[CH:4][C:3]=1[N:8]1[C:12]([C:13]2[CH:18]=[CH:17][CH:16]=[CH:15][C:14]=2[C:19]2[CH:24]=[CH:23][CH:22]=[CH:21][C:20]=2[F:26])=[N:11][N:10]=[N:9]1, predict the reactants needed to synthesize it. The reactants are: [F:1][C:2]1[CH:7]=[CH:6][CH:5]=[CH:4][C:3]=1[N:8]1[C:12]([C:13]2[CH:18]=[CH:17][CH:16]=[CH:15][C:14]=2[C:19]2[CH:24]=[CH:23][CH:22]=[CH:21][C:20]=2O)=[N:11][N:10]=[N:9]1.[F:26]C1C=CC=CC=1B(O)O. (2) Given the product [CH:1]([S:14][CH2:15][C:16]([NH:22][CH2:19][CH2:20][CH3:21])=[O:18])([C:2]1[CH:3]=[CH:4][CH:5]=[CH:6][CH:7]=1)[C:8]1[CH:9]=[CH:10][CH:11]=[CH:12][CH:13]=1, predict the reactants needed to synthesize it. The reactants are: [CH:1]([S:14][CH2:15][C:16]([OH:18])=O)([C:8]1[CH:13]=[CH:12][CH:11]=[CH:10][CH:9]=1)[C:2]1[CH:7]=[CH:6][CH:5]=[CH:4][CH:3]=1.[CH2:19]([NH2:22])[CH2:20][CH3:21]. (3) The reactants are: [CH2:1]([O:8][C:9]1[CH:14]=[C:13]([CH3:15])[C:12](B(O)O)=[C:11]([CH3:19])[CH:10]=1)[C:2]1[CH:7]=[CH:6][CH:5]=[CH:4][CH:3]=1.[C:20]([NH:23][C:24]1[CH:34]=[CH:33][C:27]([C:28]([O:30][CH2:31][CH3:32])=[O:29])=[CH:26][C:25]=1Br)(=[O:22])[CH3:21].C1(P(C2CCCCC2)C2C=CC=CC=2C2C(OC)=CC=CC=2OC)CCCCC1. Given the product [C:20]([NH:23][C:24]1[C:34]([C:12]2[C:13]([CH3:15])=[CH:14][C:9]([O:8][CH2:1][C:2]3[CH:7]=[CH:6][CH:5]=[CH:4][CH:3]=3)=[CH:10][C:11]=2[CH3:19])=[CH:33][C:27]([C:28]([O:30][CH2:31][CH3:32])=[O:29])=[CH:26][CH:25]=1)(=[O:22])[CH3:21], predict the reactants needed to synthesize it. (4) Given the product [Cl:1][C:2]1[C:10]2[N:9]=[C:8]([C@@H:11]([NH:13][C:21]3[N:29]=[CH:28][N:27]=[C:26]4[C:22]=3[N:23]=[CH:24][NH:25]4)[CH3:12])[N:7]([C:14]3[CH:15]=[CH:16][CH:17]=[CH:18][CH:19]=3)[C:6]=2[CH:5]=[CH:4][CH:3]=1, predict the reactants needed to synthesize it. The reactants are: [Cl:1][C:2]1[C:10]2[N:9]=[C:8]([C@@H:11]([NH2:13])[CH3:12])[N:7]([C:14]3[CH:19]=[CH:18][CH:17]=[CH:16][CH:15]=3)[C:6]=2[CH:5]=[CH:4][CH:3]=1.Cl[C:21]1[N:29]=[CH:28][N:27]=[C:26]2[C:22]=1[N:23]=[CH:24][NH:25]2.CCN(C(C)C)C(C)C. (5) Given the product [CH2:23]([O:25][C:26](=[O:37])[C@H:27]([N:7]1[C:6]2[CH:12]=[C:2]([Br:1])[CH:3]=[CH:4][C:5]=2[O:10][CH2:9][C:8]1=[O:11])[CH3:28])[CH3:24], predict the reactants needed to synthesize it. The reactants are: [Br:1][C:2]1[CH:3]=[CH:4][C:5]2[O:10][CH2:9][C:8](=[O:11])[NH:7][C:6]=2[CH:12]=1.C[Si]([N-][Si](C)(C)C)(C)C.[K+].[CH2:23]([O:25][C:26](=[O:37])[C@@H:27](OS(C(F)(F)F)(=O)=O)[CH3:28])[CH3:24]. (6) Given the product [CH3:1][C@@H:2]1[N:7]([C:8]2[C:9]3[CH2:24][O:23][CH2:22][CH2:21][C:10]=3[N:11]=[C:12]([C:14]3[CH:15]=[CH:16][C:17]([NH:18][S:29]([CH3:28])(=[O:31])=[O:30])=[CH:19][CH:20]=3)[N:13]=2)[CH2:6][CH2:5][O:4][CH2:3]1, predict the reactants needed to synthesize it. The reactants are: [CH3:1][C@@H:2]1[N:7]([C:8]2[C:9]3[CH2:24][O:23][CH2:22][CH2:21][C:10]=3[N:11]=[C:12]([C:14]3[CH:20]=[CH:19][C:17]([NH2:18])=[CH:16][CH:15]=3)[N:13]=2)[CH2:6][CH2:5][O:4][CH2:3]1.ClCCl.[CH3:28][S:29](Cl)(=[O:31])=[O:30].NC1C=CC=CC=1. (7) Given the product [OH:1][CH2:2][CH2:3][N:4]([CH3:18])[S:5]([C:8]1[S:12][C:11]([NH2:13])=[N:10][C:9]=1[CH3:17])(=[O:6])=[O:7], predict the reactants needed to synthesize it. The reactants are: [OH:1][CH2:2][CH2:3][N:4]([CH3:18])[S:5]([C:8]1[S:12][C:11]([NH:13]C(=O)C)=[N:10][C:9]=1[CH3:17])(=[O:7])=[O:6]. (8) Given the product [CH:1]([C@@H:4]1[CH2:8][O:7][C:6](=[O:9])[N:5]1[C:10](=[O:18])[C@:11]([CH2:15][O:16][CH3:17])([CH3:14])/[CH:12]=[CH:13]/[C:20]1[CH:29]=[C:28]2[C:23]([CH:24]=[CH:25][C:26]([C@H:30]([O:32][C:33](=[O:35])[CH3:34])[CH3:31])=[N:27]2)=[CH:22][CH:21]=1)([CH3:3])[CH3:2], predict the reactants needed to synthesize it. The reactants are: [CH:1]([C@@H:4]1[CH2:8][O:7][C:6](=[O:9])[N:5]1[C:10](=[O:18])[C@:11]([CH2:15][O:16][CH3:17])([CH3:14])[CH:12]=[CH2:13])([CH3:3])[CH3:2].Br[C:20]1[CH:29]=[C:28]2[C:23]([CH:24]=[CH:25][C:26]([C@H:30]([O:32][C:33](=[O:35])[CH3:34])[CH3:31])=[N:27]2)=[CH:22][CH:21]=1.C1(C)C=CC=CC=1P(C1C=CC=CC=1C)C1C=CC=CC=1C.C1(CNCC2CCCCC2)CCCCC1. (9) Given the product [CH3:29][O:28][CH2:27][N:19]1[C:18]2[CH:30]=[C:14]([CH2:13][N:11]3[CH:12]=[C:8]([C:5]4[CH:6]=[CH:7][C:2]([NH:1][C:44](=[O:45])[CH2:43][CH2:42][CH2:41][CH2:40][CH:39]5[CH:34]6[CH:35]([NH:36][C:32](=[O:31])[NH:33]6)[CH2:37][S:38]5)=[CH:3][CH:4]=4)[N:9]=[CH:10]3)[CH:15]=[CH:16][C:17]=2[S:22][C:21]2[N:23]=[CH:24][CH:25]=[N:26][C:20]1=2, predict the reactants needed to synthesize it. The reactants are: [NH2:1][C:2]1[CH:7]=[CH:6][C:5]([C:8]2[N:9]=[CH:10][N:11]([CH2:13][C:14]3[CH:15]=[CH:16][C:17]4[S:22][C:21]5[N:23]=[CH:24][CH:25]=[N:26][C:20]=5[N:19]([CH2:27][O:28][CH3:29])[C:18]=4[CH:30]=3)[CH:12]=2)=[CH:4][CH:3]=1.[O:31]=[C:32]1[NH:36][CH:35]2[CH2:37][S:38][CH:39]([CH2:40][CH2:41][CH2:42][CH2:43][C:44](O)=[O:45])[CH:34]2[NH:33]1.